This data is from Catalyst prediction with 721,799 reactions and 888 catalyst types from USPTO. The task is: Predict which catalyst facilitates the given reaction. Reactant: [F:1][C:2]([F:15])([F:14])[C:3]1[NH:13][C:6]2=[N:7][CH:8]=[C:9]([CH2:11][NH2:12])[CH:10]=[C:5]2[CH:4]=1.Cl[C:17]1[CH:22]=[C:21]([CH2:23][CH3:24])[N:20]=[CH:19][N:18]=1.ClC1C=CN(CC)CN=1.CCN(C(C)C)C(C)C. Product: [CH2:23]([C:21]1[N:20]=[CH:19][N:18]=[C:17]([NH:12][CH2:11][C:9]2[CH:10]=[C:5]3[CH:4]=[C:3]([C:2]([F:1])([F:14])[F:15])[NH:13][C:6]3=[N:7][CH:8]=2)[CH:22]=1)[CH3:24]. The catalyst class is: 435.